Dataset: Reaction yield outcomes from USPTO patents with 853,638 reactions. Task: Predict the reaction yield, written as a fraction of the theoretical maximum amount of product (1.0 means a 100% yield; for example, 0.34 means a 34% yield). The reactants are [H-].[Na+].[CH2:3]([OH:7])[CH2:4][CH2:5][CH3:6].Cl[C:9]1[N:10]=[C:11]([N:29]2[CH2:34][CH2:33][NH:32][CH2:31][CH:30]2[C:35](=[O:44])[NH:36][C:37]2[CH:42]=[CH:41][CH:40]=[C:39]([CH3:43])[CH:38]=2)[C:12]2[N:18]=[C:17]([C:19]3[CH:24]=[CH:23][C:22]([O:25][CH3:26])=[C:21]([O:27][CH3:28])[CH:20]=3)[CH:16]=[CH:15][C:13]=2[N:14]=1. The catalyst is O1CCCC1.O.CCCCCC.C(OCC)(=O)C. The product is [CH2:3]([O:7][C:9]1[N:10]=[C:11]([N:29]2[CH2:34][CH2:33][NH:32][CH2:31][CH:30]2[C:35](=[O:44])[NH:36][C:37]2[CH:42]=[CH:41][CH:40]=[C:39]([CH3:43])[CH:38]=2)[C:12]2[N:18]=[C:17]([C:19]3[CH:24]=[CH:23][C:22]([O:25][CH3:26])=[C:21]([O:27][CH3:28])[CH:20]=3)[CH:16]=[CH:15][C:13]=2[N:14]=1)[CH2:4][CH2:5][CH3:6]. The yield is 0.930.